Dataset: Forward reaction prediction with 1.9M reactions from USPTO patents (1976-2016). Task: Predict the product of the given reaction. (1) Given the reactants F[C:2]1[CH:3]=[CH:4][C:5](OC)=[C:6]([CH:8](O)[C:9]#CC2C=CC=CC=2)[CH:7]=1.[CH3:20][O:21][C:22]1[CH:29]=[C:28]([Br:30])[C:27]([O:31][CH3:32])=[CH:26][C:23]=1[CH:24]=[O:25], predict the reaction product. The product is: [Br:30][C:28]1[C:27]([O:31][CH3:32])=[CH:26][C:23]([CH:24]([OH:25])[C:9]#[C:8][C:6]2[CH:7]=[CH:2][CH:3]=[CH:4][CH:5]=2)=[C:22]([O:21][CH3:20])[CH:29]=1. (2) Given the reactants [CH3:1][NH:2][C:3]1[CH:4]=[N:5][CH:6]=[CH:7][C:8]=1[CH:9]1[CH2:14][CH2:13][C:12](=O)[CH2:11][CH2:10]1.BrC1C=CN=CC=1NC.CC1(C)C(C)(C)OB(C2CCC3(OCCO3)CC=2)O1.[NH:44]1[CH2:47][CH:46]([NH:48][C:49](=[O:66])[CH2:50][NH:51][C:52]2[C:61]3[C:56](=[CH:57][CH:58]=[C:59]([C:62]([F:65])([F:64])[F:63])[CH:60]=3)[N:55]=[CH:54][N:53]=2)[CH2:45]1.[BH-](OC(C)=O)(OC(C)=O)OC(C)=O.[Na+], predict the reaction product. The product is: [CH3:1][NH:2][C:3]1[CH:4]=[N:5][CH:6]=[CH:7][C:8]=1[CH:9]1[CH2:14][CH2:13][CH:12]([N:44]2[CH2:45][CH:46]([NH:48][C:49](=[O:66])[CH2:50][NH:51][C:52]3[C:61]4[C:56](=[CH:57][CH:58]=[C:59]([C:62]([F:63])([F:65])[F:64])[CH:60]=4)[N:55]=[CH:54][N:53]=3)[CH2:47]2)[CH2:11][CH2:10]1. (3) Given the reactants CO[C:3]([C:5]1[CH:6]=[C:7]([CH:15]2[CH2:20][CH2:19][O:18][CH2:17][CH2:16]2)[N:8]2[C:13]=1[C:12]([Cl:14])=[CH:11][CH:10]=[CH:9]2)=[O:4].Cl.[NH2:22][CH2:23][C:24]1([OH:32])[CH2:29][CH2:28][C:27]([F:31])([F:30])[CH2:26][CH2:25]1.C(N(C(C)C)C(C)C)C.N12CCN(CC1)CC2.C[Al](C)C, predict the reaction product. The product is: [Cl:14][C:12]1[C:13]2[N:8]([C:7]([CH:15]3[CH2:16][CH2:17][O:18][CH2:19][CH2:20]3)=[CH:6][C:5]=2[C:3]([NH:22][CH2:23][C:24]2([OH:32])[CH2:25][CH2:26][C:27]([F:31])([F:30])[CH2:28][CH2:29]2)=[O:4])[CH:9]=[CH:10][CH:11]=1. (4) Given the reactants [CH:1]1([CH2:4][O:5][C:6]2[C:7](O)=[N:8][C:9]([S:12][CH3:13])=[N:10][CH:11]=2)[CH2:3][CH2:2]1.O=P(Cl)(Cl)[Cl:17].CC(=O)OCC, predict the reaction product. The product is: [Cl:17][C:7]1[C:6]([O:5][CH2:4][CH:1]2[CH2:3][CH2:2]2)=[CH:11][N:10]=[C:9]([S:12][CH3:13])[N:8]=1. (5) Given the reactants [Br:1][C:2]1[CH:3]=[CH:4][C:5]([OH:16])=[C:6]([CH:15]=1)[C:7]([C:9]1[CH:14]=[CH:13][CH:12]=[CH:11][CH:10]=1)=[O:8].[C:17]12(O)[CH2:26][CH:21]3[CH2:22][CH:23]([CH2:25][CH:19]([CH2:20]3)[CH2:18]1)[CH2:24]2.S(=O)(=O)(O)O.C(=O)(O)[O-].[Na+], predict the reaction product. The product is: [C:17]12([C:4]3[C:5]([OH:16])=[C:6]([CH:15]=[C:2]([Br:1])[CH:3]=3)[C:7]([C:9]3[CH:14]=[CH:13][CH:12]=[CH:11][CH:10]=3)=[O:8])[CH2:26][CH:21]3[CH2:22][CH:23]([CH2:25][CH:19]([CH2:20]3)[CH2:18]1)[CH2:24]2. (6) Given the reactants [CH3:1][C:2]1[CH:32]=[CH:31][C:5]([CH2:6][NH:7][C:8]2[C:9]3[N:10]=[CH:11][N:12]([C:27]=3[N:28]=[CH:29][N:30]=2)[C@@H:13]2[O:23][C@H:17]([CH:18](C(=O)C)[OH:19])[C@@:15](C(=O)C)([OH:16])[CH2:14]2)=[CH:4][CH:3]=1.CO.N, predict the reaction product. The product is: [CH3:1][C:2]1[CH:3]=[CH:4][C:5]([CH2:6][NH:7][C:8]2[C:9]3[N:10]=[CH:11][N:12]([C:27]=3[N:28]=[CH:29][N:30]=2)[C@@H:13]2[O:23][C@H:17]([CH2:18][OH:19])[C@@H:15]([OH:16])[CH2:14]2)=[CH:31][CH:32]=1.